The task is: Predict which catalyst facilitates the given reaction.. This data is from Catalyst prediction with 721,799 reactions and 888 catalyst types from USPTO. (1) Reactant: [CH3:1][NH:2][CH3:3].[CH2:4]([O:6][C:7]([C:9]1[C:18]([Cl:19])=[CH:17][C:16]2[C:11](=[C:12]([CH:20]=O)[CH:13]=[CH:14][CH:15]=2)[CH:10]=1)=[O:8])[CH3:5].C([BH3-])#N.[Na+].C(O)(=O)C. Product: [CH2:4]([O:6][C:7]([C:9]1[C:18]([Cl:19])=[CH:17][C:16]2[C:11](=[C:12]([CH2:20][N:2]([CH3:3])[CH3:1])[CH:13]=[CH:14][CH:15]=2)[CH:10]=1)=[O:8])[CH3:5]. The catalyst class is: 36. (2) Product: [OH:8][CH2:7][C@@H:2]([NH:1][CH2:10][CH2:9][CH2:15][S:12]([OH:14])(=[O:13])=[O:11])[CH:3]([CH3:4])[CH2:5][CH3:6]. Reactant: [NH2:1][C@H:2]([CH2:7][OH:8])[C@H:3]([CH2:5][CH3:6])[CH3:4].[CH2:9]1[CH2:15][S:12](=[O:14])(=[O:13])[O:11][CH2:10]1. The catalyst class is: 1. (3) Reactant: Br[C:2]1[CH:3]=[CH:4][CH:5]=[C:6]2[C:11]=1[N:10]=[C:9]([Cl:12])[CH:8]=[CH:7]2.[Li]CCCC.CON(C)[C:21](=[O:23])[CH3:22]. Product: [Cl:12][C:9]1[CH:8]=[CH:7][C:6]2[C:11](=[C:2]([C:21](=[O:23])[CH3:22])[CH:3]=[CH:4][CH:5]=2)[N:10]=1. The catalyst class is: 1. (4) Reactant: Cl.Cl.[NH2:3][CH2:4][CH2:5][CH2:6][CH2:7][CH2:8][CH2:9][CH2:10][CH2:11][CH2:12][N:13]1[CH2:18][CH2:17][CH:16]([O:19][C:20](=[O:34])[NH:21][C:22]2[CH:27]=[CH:26][CH:25]=[CH:24][C:23]=2[C:28]2[CH:33]=[CH:32][CH:31]=[CH:30][CH:29]=2)[CH2:15][CH2:14]1.C(N(CC)CC)C.[F:42][C:43]1[CH:44]=[C:45]([CH:48]=[C:49]([F:52])[C:50]=1[OH:51])[CH:46]=O.C(O)(=O)C.S([O-])([O-])(=O)=O.[Na+].[Na+].C([BH3-])#N.[Na+]. Product: [F:42][C:43]1[CH:44]=[C:45]([CH:48]=[C:49]([F:52])[C:50]=1[OH:51])[CH2:46][NH:3][CH2:4][CH2:5][CH2:6][CH2:7][CH2:8][CH2:9][CH2:10][CH2:11][CH2:12][N:13]1[CH2:18][CH2:17][CH:16]([O:19][C:20](=[O:34])[NH:21][C:22]2[CH:27]=[CH:26][CH:25]=[CH:24][C:23]=2[C:28]2[CH:33]=[CH:32][CH:31]=[CH:30][CH:29]=2)[CH2:15][CH2:14]1. The catalyst class is: 8. (5) Reactant: CC([Si](C(C)C)([O:8][C:9]1[CH:10]=[C:11]([CH:23]=[CH:24][CH:25]=1)[O:12][CH2:13][CH2:14][C:15]1[N:20]=[C:19](CN)[CH:18]=[CH:17][CH:16]=1)C(C)C)C.[F-].[CH2:30]([N+:34](CCCC)(CCCC)CCCC)CCC.Br[CH2:48][C:49](=[O:57])[CH2:50][CH2:51][C:52]([O:54][CH2:55][CH3:56])=[O:53]. Product: [CH3:30][NH:34][C:19]1[N:20]=[C:15]([CH2:14][CH2:13][O:12][C:11]2[CH:10]=[C:9]([CH:25]=[CH:24][CH:23]=2)[O:8][CH2:48][C:49](=[O:57])[CH2:50][CH2:51][C:52]([O:54][CH2:55][CH3:56])=[O:53])[CH:16]=[CH:17][CH:18]=1. The catalyst class is: 1. (6) Reactant: [CH2:1]([S:8]([C:11]1[CH:21]=[CH:20][C:14]([CH2:15][NH:16]C(=O)C)=[CH:13][CH:12]=1)(=[O:10])=[O:9])[C:2]1[CH:7]=[CH:6][CH:5]=[CH:4][CH:3]=1.Cl. The catalyst class is: 41. Product: [CH2:1]([S:8]([C:11]1[CH:12]=[CH:13][C:14]([CH2:15][NH2:16])=[CH:20][CH:21]=1)(=[O:10])=[O:9])[C:2]1[CH:7]=[CH:6][CH:5]=[CH:4][CH:3]=1.